From a dataset of Full USPTO retrosynthesis dataset with 1.9M reactions from patents (1976-2016). Predict the reactants needed to synthesize the given product. (1) Given the product [F:11][C:8]1[CH:9]=[CH:10][C:5]([CH:3]([OH:4])[CH:2]([NH:1][C:30](=[O:31])[CH2:29][CH2:28][C:22]2[CH:27]=[CH:26][CH:25]=[CH:24][CH:23]=2)[CH2:12][C:13]2[O:14][C:15]([C:18]([F:21])([F:20])[F:19])=[CH:16][CH:17]=2)=[CH:6][CH:7]=1, predict the reactants needed to synthesize it. The reactants are: [NH2:1][CH:2]([CH2:12][C:13]1[O:14][C:15]([C:18]([F:21])([F:20])[F:19])=[CH:16][CH:17]=1)[CH:3]([C:5]1[CH:10]=[CH:9][C:8]([F:11])=[CH:7][CH:6]=1)[OH:4].[C:22]1([CH2:28][CH2:29][C:30](Cl)=[O:31])[CH:27]=[CH:26][CH:25]=[CH:24][CH:23]=1.C(=O)([O-])O.[Na+]. (2) Given the product [Br:1][C:2]1[N:7]=[C:6]([CH2:8][NH:14][CH2:13][CH2:12][O:11][CH3:10])[CH:5]=[CH:4][CH:3]=1, predict the reactants needed to synthesize it. The reactants are: [Br:1][C:2]1[N:7]=[C:6]([CH:8]=O)[CH:5]=[CH:4][CH:3]=1.[CH3:10][O:11][CH2:12][CH2:13][NH2:14].[BH-](OC(C)=O)(OC(C)=O)OC(C)=O.[Na+]. (3) Given the product [CH3:28][O:27][C:19]1[CH:20]=[CH:21][C:22]([N+:24]([O-:26])=[O:25])=[CH:23][C:18]=1[CH2:17][N:13]1[CH2:12][C:11]2([CH2:10][CH2:9][N:8]([CH2:56][CH2:55][CH2:54][O:47][C:48]3[CH:53]=[CH:52][CH:51]=[CH:50][CH:49]=3)[CH2:30][CH2:29]2)[O:15][C:14]1=[O:16], predict the reactants needed to synthesize it. The reactants are: C(OC([N:8]1[CH2:30][CH2:29][C:11]2([O:15][C:14](=[O:16])[N:13]([CH2:17][C:18]3[CH:23]=[C:22]([N+:24]([O-:26])=[O:25])[CH:21]=[CH:20][C:19]=3[O:27][CH3:28])[CH2:12]2)[CH2:10][CH2:9]1)=O)(C)(C)C.FC(F)(F)C(O)=O.C(N(C(C)C)CC)(C)C.[O:47]([CH2:54][CH2:55][CH2:56]Br)[C:48]1[CH:53]=[CH:52][CH:51]=[CH:50][CH:49]=1. (4) Given the product [C:18]([C:22]1[CH:27]=[CH:26][C:25]([C:2]2[C:10]3[N:9]4[CH2:11][CH2:12][NH:13][C:14](=[O:15])[C:8]4=[C:7]([CH3:16])[C:6]=3[CH:5]=[C:4]([Cl:17])[CH:3]=2)=[CH:24][CH:23]=1)([CH3:21])([CH3:20])[CH3:19], predict the reactants needed to synthesize it. The reactants are: Br[C:2]1[C:10]2[N:9]3[CH2:11][CH2:12][NH:13][C:14](=[O:15])[C:8]3=[C:7]([CH3:16])[C:6]=2[CH:5]=[C:4]([Cl:17])[CH:3]=1.[C:18]([C:22]1[CH:27]=[CH:26][C:25](B(O)O)=[CH:24][CH:23]=1)([CH3:21])([CH3:20])[CH3:19]. (5) Given the product [C:1]1([S:7]([N:10]2[C:18]3[C:13](=[CH:14][C:15]([C:40]4[N:36]([CH3:35])[N:37]=[C:38]([C:49]5[CH:50]=[N:51][CH:52]=[CH:53][CH:54]=5)[CH:39]=4)=[CH:16][CH:17]=3)[CH:12]=[C:11]2[C:28]2[CH:33]=[CH:32][CH:31]=[CH:30][C:29]=2[F:34])(=[O:8])=[O:9])[CH:2]=[CH:3][CH:4]=[CH:5][CH:6]=1, predict the reactants needed to synthesize it. The reactants are: [C:1]1([S:7]([N:10]2[C:18]3[C:13](=[CH:14][C:15](B4OC(C)(C)C(C)(C)O4)=[CH:16][CH:17]=3)[CH:12]=[C:11]2[C:28]2[CH:33]=[CH:32][CH:31]=[CH:30][C:29]=2[F:34])(=[O:9])=[O:8])[CH:6]=[CH:5][CH:4]=[CH:3][CH:2]=1.[CH3:35][N:36]1[C:40](OS(C(F)(F)F)(=O)=O)=[CH:39][C:38]([C:49]2[CH:50]=[N:51][CH:52]=[CH:53][CH:54]=2)=[N:37]1. (6) Given the product [Br:8][C:6]1[CH:7]=[C:2]([NH:1][S:17]([C:11]2[CH:12]=[CH:13][C:14]([F:16])=[CH:15][C:10]=2[F:9])(=[O:19])=[O:18])[CH:3]=[N:4][CH:5]=1, predict the reactants needed to synthesize it. The reactants are: [NH2:1][C:2]1[CH:3]=[N:4][CH:5]=[C:6]([Br:8])[CH:7]=1.[F:9][C:10]1[CH:15]=[C:14]([F:16])[CH:13]=[CH:12][C:11]=1[S:17](Cl)(=[O:19])=[O:18]. (7) The reactants are: [CH3:1][N:2]([CH2:4][CH2:5][O:6][C:7]1[CH:8]=[C:9]([CH:11]=[CH:12][C:13]=1[Cl:14])[NH2:10])[CH3:3].[CH3:15][O:16][C:17]1[CH:18]=[C:19]([S:25](Cl)(=[O:27])=[O:26])[CH:20]=[CH:21][C:22]=1[O:23][CH3:24].C(OCC)C. Given the product [Cl:14][C:13]1[CH:12]=[CH:11][C:9]([NH:10][S:25]([C:19]2[CH:20]=[CH:21][C:22]([O:23][CH3:24])=[C:17]([O:16][CH3:15])[CH:18]=2)(=[O:27])=[O:26])=[CH:8][C:7]=1[O:6][CH2:5][CH2:4][N:2]([CH3:1])[CH3:3], predict the reactants needed to synthesize it. (8) Given the product [NH2:43][C:41](=[O:42])[CH2:40][NH:39][C:3](=[O:5])[CH:2]([OH:1])[C:6]1[CH:7]=[CH:8][C:9]([C:12]2[N:16]=[C:15]([C:17]3[O:21][N:20]=[C:19]([C:22]4[CH:27]=[CH:26][CH:25]=[CH:24][CH:23]=4)[C:18]=3[C:28]([F:30])([F:31])[F:29])[O:14][N:13]=2)=[CH:10][CH:11]=1, predict the reactants needed to synthesize it. The reactants are: [OH:1][CH:2]([C:6]1[CH:11]=[CH:10][C:9]([C:12]2[N:16]=[C:15]([C:17]3[O:21][N:20]=[C:19]([C:22]4[CH:27]=[CH:26][CH:25]=[CH:24][CH:23]=4)[C:18]=3[C:28]([F:31])([F:30])[F:29])[O:14][N:13]=2)=[CH:8][CH:7]=1)[C:3]([OH:5])=O.CN1CCOCC1.[NH2:39][CH2:40][C:41]([NH2:43])=[O:42].CN(C(ON1N=NC2C=CC=NC1=2)=[N+](C)C)C.F[P-](F)(F)(F)(F)F.